This data is from Reaction yield outcomes from USPTO patents with 853,638 reactions. The task is: Predict the reaction yield, written as a fraction of the theoretical maximum amount of product (1.0 means a 100% yield; for example, 0.34 means a 34% yield). The reactants are [N:1]([C:4]1[CH:5]=[C:6]2[C:11](=[CH:12][CH:13]=1)[N:10]=[CH:9][CH:8]=[CH:7]2)=[C:2]=[S:3].[NH2:14][CH:15]([C:19]#[N:20])[C:16]([NH2:18])=[O:17]. The catalyst is CCOC(C)=O. The product is [NH2:20][C:19]1[S:3][C:2]([NH:1][C:4]2[CH:5]=[C:6]3[C:11](=[CH:12][CH:13]=2)[N:10]=[CH:9][CH:8]=[CH:7]3)=[N:14][C:15]=1[C:16]([NH2:18])=[O:17]. The yield is 0.650.